From a dataset of Full USPTO retrosynthesis dataset with 1.9M reactions from patents (1976-2016). Predict the reactants needed to synthesize the given product. (1) Given the product [Cl:1][C:2]1[CH:10]=[CH:9][CH:8]=[CH:7][C:3]=1[C:4]([NH:19][CH2:18][CH:17]([C:14]1[CH:15]=[CH:16][N:11]=[CH:12][CH:13]=1)[C:20]1[CH:21]=[N:22][C:23]([C:26]([F:28])([F:29])[F:27])=[N:24][CH:25]=1)=[O:6], predict the reactants needed to synthesize it. The reactants are: [Cl:1][C:2]1[CH:10]=[CH:9][CH:8]=[CH:7][C:3]=1[C:4]([OH:6])=O.[N:11]1[CH:16]=[CH:15][C:14]([CH:17]([C:20]2[CH:21]=[N:22][C:23]([C:26]([F:29])([F:28])[F:27])=[N:24][CH:25]=2)[CH2:18][NH2:19])=[CH:13][CH:12]=1. (2) The reactants are: [F:1][C:2]1[CH:3]=[C:4]([NH2:9])[CH:5]=[CH:6][C:7]=1[CH3:8].[Cl:10][C:11]1[CH:19]=[CH:18][C:14]([C:15](Cl)=[O:16])=[CH:13][C:12]=1[N+:20]([O-:22])=[O:21]. Given the product [Cl:10][C:11]1[CH:19]=[CH:18][C:14]([C:15]([NH:9][C:4]2[CH:5]=[CH:6][C:7]([CH3:8])=[C:2]([F:1])[CH:3]=2)=[O:16])=[CH:13][C:12]=1[N+:20]([O-:22])=[O:21], predict the reactants needed to synthesize it. (3) Given the product [ClH:1].[ClH:1].[CH3:9][N:10]([CH3:15])[CH2:11][CH2:12][N:13]([CH3:14])[C:2]1[CH:7]=[CH:6][N:5]=[C:4]([NH2:8])[N:3]=1, predict the reactants needed to synthesize it. The reactants are: [Cl:1][C:2]1[CH:7]=[CH:6][N:5]=[C:4]([NH2:8])[N:3]=1.[CH3:9][N:10]([CH3:15])[CH2:11][CH2:12][NH:13][CH3:14].C(N(C(C)C)C(C)C)C. (4) Given the product [Cl:20][C:21]1[CH:31]=[CH:30][C:24]([O:25][CH2:26][C:6]([N:8]2[CH2:12][C:11](=[N:13][O:14][CH2:15][CH3:16])[CH2:10][C@H:9]2[C:17]([NH:47][C:43]2[CH:44]=[CH:45][C:46]3[N:34]([CH2:32][CH3:33])[C:35]4[C:40]([C:41]=3[CH:42]=2)=[CH:39][CH:38]=[CH:37][CH:36]=4)=[O:19])=[O:7])=[CH:23][CH:22]=1, predict the reactants needed to synthesize it. The reactants are: C(O[C:6]([N:8]1[CH2:12][C:11](=[N:13][O:14][CH2:15][CH3:16])[CH2:10][C@H:9]1[C:17]([OH:19])=O)=[O:7])(C)(C)C.[Cl:20][C:21]1[CH:31]=[CH:30][C:24]([O:25][CH2:26]C(Cl)=O)=[CH:23][CH:22]=1.[CH2:32]([N:34]1[C:46]2[CH:45]=[CH:44][C:43]([NH2:47])=[CH:42][C:41]=2[C:40]2[C:35]1=[CH:36][CH:37]=[CH:38][CH:39]=2)[CH3:33]. (5) Given the product [CH3:1][C:2]1[N:6]=[C:5]([C:7]2[S:11][C:10]([NH:12][C:19](=[O:26])[C:20]3[CH:25]=[CH:24][CH:23]=[CH:22][CH:21]=3)=[N:9][C:8]=2[C:13]2[CH:14]=[CH:15][CH:16]=[CH:17][CH:18]=2)[O:4][N:3]=1, predict the reactants needed to synthesize it. The reactants are: [CH3:1][C:2]1[N:6]=[C:5]([C:7]2[S:11][C:10]([NH2:12])=[N:9][C:8]=2[C:13]2[CH:18]=[CH:17][CH:16]=[CH:15][CH:14]=2)[O:4][N:3]=1.[C:19](Cl)(=[O:26])[C:20]1[CH:25]=[CH:24][CH:23]=[CH:22][CH:21]=1. (6) Given the product [CH:12]([N:16]([CH2:17][CH2:18][CH3:19])[C:2]1[CH:3]=[C:4]([C:10]#[N:11])[C:5](=[CH:8][CH:9]=1)[C:6]#[N:7])([CH2:14][CH3:15])[CH3:13], predict the reactants needed to synthesize it. The reactants are: F[C:2]1[CH:3]=[C:4]([C:10]#[N:11])[C:5](=[CH:8][CH:9]=1)[C:6]#[N:7].[CH:12]([NH:16][CH2:17][CH2:18][CH3:19])([CH2:14][CH3:15])[CH3:13].